Task: Predict the product of the given reaction.. Dataset: Forward reaction prediction with 1.9M reactions from USPTO patents (1976-2016) The product is: [CH3:11][O:10][C:8](=[O:9])[CH2:7][C:3](=[O:6])[CH:4]([Br:1])[CH3:5]. Given the reactants [Br:1]Br.[C:3]([CH2:7][C:8]([O:10][CH3:11])=[O:9])(=[O:6])[CH2:4][CH3:5], predict the reaction product.